Regression. Given two drug SMILES strings and cell line genomic features, predict the synergy score measuring deviation from expected non-interaction effect. From a dataset of NCI-60 drug combinations with 297,098 pairs across 59 cell lines. (1) Drug 1: C1=CC(=CC=C1C#N)C(C2=CC=C(C=C2)C#N)N3C=NC=N3. Drug 2: C1CNP(=O)(OC1)N(CCCl)CCCl. Cell line: HCT-15. Synergy scores: CSS=-1.88, Synergy_ZIP=4.93, Synergy_Bliss=-3.48, Synergy_Loewe=-4.64, Synergy_HSA=-4.28. (2) Drug 1: C1CCN(CC1)CCOC2=CC=C(C=C2)C(=O)C3=C(SC4=C3C=CC(=C4)O)C5=CC=C(C=C5)O. Drug 2: CCCCCOC(=O)NC1=NC(=O)N(C=C1F)C2C(C(C(O2)C)O)O. Cell line: PC-3. Synergy scores: CSS=-1.09, Synergy_ZIP=1.74, Synergy_Bliss=1.34, Synergy_Loewe=-0.863, Synergy_HSA=-1.53. (3) Drug 1: CS(=O)(=O)CCNCC1=CC=C(O1)C2=CC3=C(C=C2)N=CN=C3NC4=CC(=C(C=C4)OCC5=CC(=CC=C5)F)Cl. Drug 2: CN(CC1=CN=C2C(=N1)C(=NC(=N2)N)N)C3=CC=C(C=C3)C(=O)NC(CCC(=O)O)C(=O)O. Cell line: NCIH23. Synergy scores: CSS=25.0, Synergy_ZIP=4.04, Synergy_Bliss=5.01, Synergy_Loewe=-35.3, Synergy_HSA=0.254. (4) Drug 1: C1CN1C2=NC(=NC(=N2)N3CC3)N4CC4. Drug 2: C1CCC(CC1)NC(=O)N(CCCl)N=O. Cell line: HL-60(TB). Synergy scores: CSS=48.2, Synergy_ZIP=-2.51, Synergy_Bliss=-3.48, Synergy_Loewe=-19.7, Synergy_HSA=-1.98. (5) Drug 1: C(CC(=O)O)C(=O)CN.Cl. Drug 2: CC1=C(C(=O)C2=C(C1=O)N3CC4C(C3(C2COC(=O)N)OC)N4)N. Cell line: HCT116. Synergy scores: CSS=21.4, Synergy_ZIP=1.55, Synergy_Bliss=-0.259, Synergy_Loewe=-40.1, Synergy_HSA=-5.68. (6) Drug 1: CC12CCC3C(C1CCC2O)C(CC4=C3C=CC(=C4)O)CCCCCCCCCS(=O)CCCC(C(F)(F)F)(F)F. Drug 2: C1=NC2=C(N=C(N=C2N1C3C(C(C(O3)CO)O)F)Cl)N. Cell line: KM12. Synergy scores: CSS=0.418, Synergy_ZIP=0.0507, Synergy_Bliss=1.18, Synergy_Loewe=-9.54, Synergy_HSA=-1.54. (7) Drug 1: CCCS(=O)(=O)NC1=C(C(=C(C=C1)F)C(=O)C2=CNC3=C2C=C(C=N3)C4=CC=C(C=C4)Cl)F. Drug 2: CCCS(=O)(=O)NC1=C(C(=C(C=C1)F)C(=O)C2=CNC3=C2C=C(C=N3)C4=CC=C(C=C4)Cl)F. Cell line: OVCAR-5. Synergy scores: CSS=-5.47, Synergy_ZIP=6.63, Synergy_Bliss=5.81, Synergy_Loewe=1.96, Synergy_HSA=-2.18.